Dataset: Forward reaction prediction with 1.9M reactions from USPTO patents (1976-2016). Task: Predict the product of the given reaction. (1) The product is: [ClH:25].[ClH:25].[F:1][C:2]1[CH:3]=[C:4]([NH:24][C:51]([NH:53][C:54](=[O:62])[CH2:55][C:56]2[CH:57]=[CH:58][CH:59]=[CH:60][CH:61]=2)=[O:52])[CH:5]=[CH:6][C:7]=1[O:8][C:9]1[CH:14]=[CH:13][N:12]=[C:11]2[CH:15]=[C:16]([C:18]3[N:19]=[CH:20][N:21]([CH3:23])[CH:22]=3)[S:17][C:10]=12. Given the reactants [F:1][C:2]1[CH:3]=[C:4]([NH2:24])[CH:5]=[CH:6][C:7]=1[O:8][C:9]1[CH:14]=[CH:13][N:12]=[C:11]2[CH:15]=[C:16]([C:18]3[N:19]=[CH:20][N:21]([CH3:23])[CH:22]=3)[S:17][C:10]=12.[ClH:25].FC1C=C(N[C:51]([NH:53][C:54](=[O:62])[CH2:55][C:56]2[CH:61]=[CH:60][CH:59]=[CH:58][CH:57]=2)=[O:52])C=CC=1OC1C=CN=C2C=C(C(N3CCCC3)=O)SC=12, predict the reaction product. (2) Given the reactants FC([Si:5]([CH3:8])([CH3:7])[CH3:6])(F)F.[Si:9]([O:16][C@H:17]1[CH2:22][CH2:21][C@H:20]2[C@@:23]3([CH:49]=[CH2:50])[C@H:32]([C@@H:33]([CH2:35][CH2:36][CH2:37][CH2:38][CH2:39][CH2:40][C:41](=[O:46])[C:42]([F:45])([F:44])[F:43])[CH2:34][C@:18]12[CH3:19])[C:31]1[CH:30]=[CH:29][C:28]([O:47][CH3:48])=[CH:27][C:26]=1[CH2:25][CH2:24]3)([C:12]([CH3:15])([CH3:14])[CH3:13])([CH3:11])[CH3:10], predict the reaction product. The product is: [Si:9]([O:16][C@H:17]1[CH2:22][CH2:21][C@H:20]2[C@@:23]3([CH:49]=[CH2:50])[C@H:32]([C@@H:33]([CH2:35][CH2:36][CH2:37][CH2:38][CH2:39][CH2:40][C:41]([C:42]([F:45])([F:44])[F:43])([O:46][Si:5]([CH3:6])([CH3:7])[CH3:8])[C:42]([F:44])([F:43])[F:45])[CH2:34][C@:18]12[CH3:19])[C:31]1[CH:30]=[CH:29][C:28]([O:47][CH3:48])=[CH:27][C:26]=1[CH2:25][CH2:24]3)([C:12]([CH3:15])([CH3:14])[CH3:13])([CH3:10])[CH3:11]. (3) Given the reactants [NH:1]1[C:5]([C:6]2[C:14]3[C:9](=[CH:10][C:11]([CH3:17])=[C:12]([O:15][CH3:16])[CH:13]=3)[CH2:8][CH:7]=2)=[CH:4][N:3]=[CH:2]1, predict the reaction product. The product is: [NH:1]1[C:5]([CH:6]2[C:14]3[C:9](=[CH:10][C:11]([CH3:17])=[C:12]([O:15][CH3:16])[CH:13]=3)[CH2:8][CH2:7]2)=[CH:4][N:3]=[CH:2]1. (4) Given the reactants Cl.[NH2:2][CH2:3][C:4]([NH:6][CH:7]([C:14]1[CH:19]=[CH:18][C:17]([Cl:20])=[CH:16][CH:15]=1)[C:8]1[CH:13]=[CH:12][CH:11]=[CH:10][CH:9]=1)=[O:5].[CH3:21][S:22]([C:25]1[CH:33]=[CH:32][C:28]([C:29](O)=[O:30])=[CH:27][CH:26]=1)(=[O:24])=[O:23], predict the reaction product. The product is: [Cl:20][C:17]1[CH:18]=[CH:19][C:14]([CH:7]([NH:6][C:4]([CH2:3][NH:2][C:29](=[O:30])[C:28]2[CH:27]=[CH:26][C:25]([S:22]([CH3:21])(=[O:24])=[O:23])=[CH:33][CH:32]=2)=[O:5])[C:8]2[CH:13]=[CH:12][CH:11]=[CH:10][CH:9]=2)=[CH:15][CH:16]=1. (5) Given the reactants C([O:8][C:9]1[CH:10]=[C:11]([CH:15]([OH:38])[CH2:16][N:17]([CH2:35][CH2:36]O)[C:18]([C:20]2[C:21]([C:29]3[CH:34]=[CH:33][CH:32]=[CH:31][CH:30]=3)=[N:22][C:23]([N:26]([CH3:28])[CH3:27])=[N:24][CH:25]=2)=[O:19])[CH:12]=[CH:13][CH:14]=1)C1C=CC=CC=1.C(=O)([O-])[O-].[Na+].[Na+], predict the reaction product. The product is: [CH3:27][N:26]([CH3:28])[C:23]1[N:22]=[C:21]([C:29]2[CH:34]=[CH:33][CH:32]=[CH:31][CH:30]=2)[C:20]([C:18]([N:17]2[CH2:35][CH2:36][O:38][CH:15]([C:11]3[CH:12]=[CH:13][CH:14]=[C:9]([OH:8])[CH:10]=3)[CH2:16]2)=[O:19])=[CH:25][N:24]=1. (6) Given the reactants [N+:1]([C:4]1[CH:5]=[C:6]([CH:9]=[CH:10][CH:11]=1)[CH:7]=[O:8])([O-:3])=[O:2].C(N(CC)CC)C.[CH3:19][O:20][P:21]([O-:24])[O:22][CH3:23], predict the reaction product. The product is: [CH3:19][O:20][P:21]([CH:7]([OH:8])[C:6]1[CH:9]=[CH:10][CH:11]=[C:4]([N+:1]([O-:3])=[O:2])[CH:5]=1)(=[O:24])[O:22][CH3:23]. (7) Given the reactants [Br:1][C:2]1[CH:10]=[C:9]2[C:5]([C:6]([CH3:13])([CH3:12])[C:7](=[O:11])[NH:8]2)=[CH:4][CH:3]=1.[CH:14]1(B(O)O)[CH2:16][CH2:15]1.C[Si]([N-][Si](C)(C)C)(C)C.[Na+].C1COCC1, predict the reaction product. The product is: [Br:1][C:2]1[CH:10]=[C:9]2[C:5]([C:6]([CH3:13])([CH3:12])[C:7](=[O:11])[N:8]2[CH:14]2[CH2:16][CH2:15]2)=[CH:4][CH:3]=1. (8) Given the reactants [C:1]([C:3]1[CH:4]=[C:5]2[C:9](=[CH:10][CH:11]=1)[N:8]([CH:12]1[CH2:17][CH2:16][CH2:15][CH2:14][O:13]1)[N:7]=[C:6]2[C:18]1[CH:19]=[C:20]2[C:25](=[CH:26][CH:27]=1)[CH:24]=[C:23]([C:28](O)=[O:29])[CH:22]=[CH:21]2)#[N:2].C1C=CC2N(O)N=NC=2C=1.CCN=C=NCCCN(C)C.[NH2:52][CH2:53][CH2:54][N:55]1[CH2:59][CH2:58][CH2:57][CH2:56]1, predict the reaction product. The product is: [N:55]1([CH2:54][CH2:53][NH:52][C:28]([C:23]2[CH:22]=[CH:21][C:20]3[C:25](=[CH:26][CH:27]=[C:18]([C:6]4[C:5]5[C:9](=[CH:10][CH:11]=[C:3]([C:1]#[N:2])[CH:4]=5)[N:8]([CH:12]5[CH2:17][CH2:16][CH2:15][CH2:14][O:13]5)[N:7]=4)[CH:19]=3)[CH:24]=2)=[O:29])[CH2:59][CH2:58][CH2:57][CH2:56]1. (9) Given the reactants [CH2:1]([O:8][C:9](=[O:25])[CH2:10][CH2:11][CH2:12][C:13]1[CH:17]=[CH:16][N:15]([C:18]([O:20][C:21]([CH3:24])([CH3:23])[CH3:22])=[O:19])[N:14]=1)[C:2]1[CH:7]=[CH:6][CH:5]=[CH:4][CH:3]=1.C[Si]([N-][Si](C)(C)C)(C)C.[Na+].Cl[Si](C)(C)C.[Br:41]N1C(=O)CCC1=O, predict the reaction product. The product is: [CH2:1]([O:8][C:9](=[O:25])[CH:10]([Br:41])[CH2:11][CH2:12][C:13]1[CH:17]=[CH:16][N:15]([C:18]([O:20][C:21]([CH3:22])([CH3:24])[CH3:23])=[O:19])[N:14]=1)[C:2]1[CH:7]=[CH:6][CH:5]=[CH:4][CH:3]=1. (10) Given the reactants Br[C:2]1[CH:7]=[CH:6][CH:5]=[CH:4][C:3]=1[F:8].[CH3:9][C@@H:10]1[CH2:15][NH:14][CH2:13][CH2:12][NH:11]1.CC(C)([O-])C.[Na+], predict the reaction product. The product is: [F:8][C:3]1[CH:4]=[CH:5][CH:6]=[CH:7][C:2]=1[N:14]1[CH2:13][CH2:12][NH:11][C@H:10]([CH3:9])[CH2:15]1.